Task: Predict the reactants needed to synthesize the given product.. Dataset: Full USPTO retrosynthesis dataset with 1.9M reactions from patents (1976-2016) (1) Given the product [CH3:34][CH:29]1[CH2:30][CH2:31][CH:32]([CH3:33])[N:28]1[CH2:27][CH2:26][CH2:25][O:9][C:10]1[CH:15]=[CH:14][C:13]([C:16]2([C:22]#[N:23])[CH2:21][CH2:20][O:19][CH2:18][CH2:17]2)=[CH:12][CH:11]=1, predict the reactants needed to synthesize it. The reactants are: N1(CCC[O:9][C:10]2[CH:15]=[CH:14][C:13]([C:16]3([C:22]#[N:23])[CH2:21][CH2:20][O:19][CH2:18][CH2:17]3)=[CH:12][CH:11]=2)CCCC1.Cl[CH2:25][CH2:26][CH2:27][N:28]1[C@@H:32]([CH3:33])[CH2:31][CH2:30][C@@H:29]1[CH3:34].CN(C=O)C.C([O-])([O-])=O.[K+].[K+]. (2) Given the product [CH3:3][CH:2]([CH2:5][CH3:6])[CH2:1][OH:4].[C:16]1([CH2:18][CH2:20][OH:21])[CH:23]=[CH:22][CH:11]=[CH:12][CH:14]=1, predict the reactants needed to synthesize it. The reactants are: [CH2:1]([OH:4])[CH2:2][CH3:3].[CH2:5](O)[CH:6](C)C.O=[CH:11][C@@H:12]([C@H:14]([C@@H:16]([C@@H:18]([CH2:20][OH:21])O)O)O)O.[CH2:22](O)[CH2:23]CC. (3) Given the product [CH2:23]([NH:25][C:26]([NH:1][C:2]1[C:10]2[S:9][C:8]([NH:11][C:12]([NH:14][CH2:15][CH3:16])=[O:13])=[N:7][C:6]=2[CH:5]=[C:4]([C:17]2[CH:18]=[N:19][CH:20]=[CH:21][CH:22]=2)[CH:3]=1)=[O:27])[CH3:24], predict the reactants needed to synthesize it. The reactants are: [NH2:1][C:2]1[C:10]2[S:9][C:8]([NH:11][C:12]([NH:14][CH2:15][CH3:16])=[O:13])=[N:7][C:6]=2[CH:5]=[C:4]([C:17]2[CH:18]=[N:19][CH:20]=[CH:21][CH:22]=2)[CH:3]=1.[CH2:23]([N:25]=[C:26]=[O:27])[CH3:24]. (4) Given the product [F:25][C:19]1[CH:20]=[C:21]([NH:24][C:35]([CH:32]2[CH2:33][CH2:34][N:30]([CH3:29])[C:31]2=[O:38])=[O:36])[CH:22]=[CH:23][C:18]=1[O:17][C:16]1[CH:15]=[CH:14][N:13]=[C:12]2[N:8]([CH2:7][C:6]3[CH:5]=[CH:4][C:3]([O:2][CH3:1])=[CH:28][CH:27]=3)[N:9]=[C:10]([I:26])[C:11]=12, predict the reactants needed to synthesize it. The reactants are: [CH3:1][O:2][C:3]1[CH:28]=[CH:27][C:6]([CH2:7][N:8]2[C:12]3=[N:13][CH:14]=[CH:15][C:16]([O:17][C:18]4[CH:23]=[CH:22][C:21]([NH2:24])=[CH:20][C:19]=4[F:25])=[C:11]3[C:10]([I:26])=[N:9]2)=[CH:5][CH:4]=1.[CH3:29][N:30]1[CH2:34][CH2:33][CH:32]([C:35](O)=[O:36])[C:31]1=[O:38].Cl.C(N=C=NCCCN(C)C)C.N1(O)C2C=CC=CC=2N=N1.C(N(C(C)C)C(C)C)C. (5) Given the product [C:1]([C:3]1[N:7]([C:8]([N:10]([C:14]2[CH:15]=[C:16]([CH:27]=[CH:28][CH:29]=2)[C:17]([OH:19])=[O:18])[CH:11]([CH3:13])[CH3:12])=[O:9])[N:6]=[N:5][C:4]=1[C:30]1[C:31]([F:37])=[CH:32][CH:33]=[CH:34][C:35]=1[F:36])#[N:2], predict the reactants needed to synthesize it. The reactants are: [C:1]([C:3]1[N:7]([C:8]([N:10]([C:14]2[CH:15]=[C:16]([CH:27]=[CH:28][CH:29]=2)[C:17]([O:19]CC2C=CC=CC=2)=[O:18])[CH:11]([CH3:13])[CH3:12])=[O:9])[N:6]=[N:5][C:4]=1[C:30]1[C:35]([F:36])=[CH:34][CH:33]=[CH:32][C:31]=1[F:37])#[N:2].[H][H]. (6) Given the product [OH:22][CH2:21][CH:16]1[CH2:15][CH2:14][C:13]2[CH:12]=[C:11]([C@@H:8]3[CH2:9][CH2:10][C@@:4]4([NH:3][C:2](=[O:1])[O:6][CH2:5]4)[CH2:7]3)[CH:20]=[CH:19][C:18]=2[CH2:17]1, predict the reactants needed to synthesize it. The reactants are: [O:1]=[C:2]1[O:6][CH2:5][C@:4]2([CH2:10][CH2:9][C@@H:8]([C:11]3[CH:12]=[C:13]4[C:18](=[CH:19][CH:20]=3)[CH2:17][CH:16]([C:21](OC)=[O:22])[CH2:15][CH2:14]4)[CH2:7]2)[NH:3]1.[BH4-].[Li+]. (7) Given the product [O:19]([CH2:26][C:27]([NH:29][C:30]1[C:31]2[N:32]=[CH:33][N:34]([C:66]=2[N:67]=[CH:68][N:69]=1)[C@@H:35]1[O:65][C@H:39]([CH2:40][O:41][C:42]([C:59]2[CH:60]=[CH:61][CH:62]=[CH:63][CH:64]=2)([C:51]2[CH:56]=[CH:55][C:54]([O:57][CH3:58])=[CH:53][CH:52]=2)[C:43]2[CH:48]=[CH:47][C:46]([O:49][CH3:50])=[CH:45][CH:44]=2)[C@@H:37]([O:38][P:134]([N:166]([CH:170]([CH3:172])[CH3:171])[CH:167]([CH3:168])[CH3:169])([O:136][CH2:137][CH2:138][O:139][CH2:140][CH2:141][O:142][C@@H:143]2[O:160][C@H:159]([CH2:161][O:162][C:163](=[O:165])[CH3:164])[C@H:154]([O:155][C:156](=[O:158])[CH3:157])[C@H:149]([O:150][C:151](=[O:153])[CH3:152])[C@H:144]2[O:145][C:146](=[O:148])[CH3:147])=[O:133])[CH2:36]1)=[O:28])[C:20]1[CH:21]=[CH:22][CH:23]=[CH:24][CH:25]=1, predict the reactants needed to synthesize it. The reactants are: C(N(P(N(C(C)C)C(C)C)(Cl)([O-])[O-])C(C)C)(C)C.[O:19]([CH2:26][C:27]([NH:29][C:30]1[C:31]2[N:32]=[CH:33][N:34]([C:66]=2[N:67]=[CH:68][N:69]=1)[C@@H:35]1[O:65][C@H:39]([CH2:40][O:41][C:42]([C:59]2[CH:64]=[CH:63][CH:62]=[CH:61][CH:60]=2)([C:51]2[CH:56]=[CH:55][C:54]([O:57][CH3:58])=[CH:53][CH:52]=2)[C:43]2[CH:48]=[CH:47][C:46]([O:49][CH3:50])=[CH:45][CH:44]=2)[C@@H:37]([OH:38])[CH2:36]1)=[O:28])[C:20]1[CH:25]=[CH:24][CH:23]=[CH:22][CH:21]=1.C(N(C(C)C)C(C)C)C.C(O[C@@H]1[C@@H](OC(=O)C)[C@@H](OC(=O)C)[C@@H](COC(=O)C)O[C@H]1OCCOCCO)(=O)C.N1C=NN=N1.O(CC(NC1C2N=CN(C=2N=CN=1)[C@@H]1O[C@H](COC(C2C=CC=CC=2)(C2C=CC(OC)=CC=2)C2C=CC(OC)=CC=2)[C@@H]([O:133][P:134]([N:166]([CH:170]([CH3:172])[CH3:171])[CH:167]([CH3:169])[CH3:168])([O:136][CH2:137][CH2:138][O:139][CH2:140][CH2:141][O:142][C@@H:143]2[O:160][C@H:159]([CH2:161][O:162][C:163](=[O:165])[CH3:164])[C@@H:154]([O:155][C:156](=[O:158])[CH3:157])[C@H:149]([O:150][C:151](=[O:153])[CH3:152])[C@H:144]2[O:145][C:146](=[O:148])[CH3:147])=O)C1)=O)C1C=CC=CC=1.